This data is from Full USPTO retrosynthesis dataset with 1.9M reactions from patents (1976-2016). The task is: Predict the reactants needed to synthesize the given product. (1) Given the product [F:11][C:8]([F:9])([F:10])[C:5]1[CH:6]=[CH:7][C:2]([O:1][CH:14]([CH3:15])[CH2:13][CH2:12][OH:17])=[CH:3][CH:4]=1, predict the reactants needed to synthesize it. The reactants are: [OH:1][C:2]1[CH:7]=[CH:6][C:5]([C:8]([F:11])([F:10])[F:9])=[CH:4][CH:3]=1.[CH2:12]([OH:17])[CH2:13][CH:14](O)[CH3:15].C1(P(C2C=CC=CC=2)C2C=CC=CC=2)C=CC=CC=1.N(C(OC(C)C)=O)=NC(OC(C)C)=O. (2) Given the product [C:1]([C:5]1[N:10]=[CH:9][C:8]([C:11]2[N:12]([C:32]([N:44]3[CH2:45][CH2:46][N:41]([CH:38]([CH3:40])[CH3:39])[CH2:42][CH2:43]3)=[O:33])[C@@:13]([C:25]3[CH:26]=[CH:27][C:28]([Cl:31])=[CH:29][CH:30]=3)([CH3:24])[C@@:14]([C:17]3[CH:22]=[CH:21][C:20]([Cl:23])=[CH:19][CH:18]=3)([CH3:16])[N:15]=2)=[C:7]([O:35][CH2:36][CH3:37])[CH:6]=1)([CH3:2])([CH3:4])[CH3:3], predict the reactants needed to synthesize it. The reactants are: [C:1]([C:5]1[N:10]=[CH:9][C:8]([C:11]2[N:12]([C:32](Cl)=[O:33])[C@@:13]([C:25]3[CH:30]=[CH:29][C:28]([Cl:31])=[CH:27][CH:26]=3)([CH3:24])[C@@:14]([C:17]3[CH:22]=[CH:21][C:20]([Cl:23])=[CH:19][CH:18]=3)([CH3:16])[N:15]=2)=[C:7]([O:35][CH2:36][CH3:37])[CH:6]=1)([CH3:4])([CH3:3])[CH3:2].[CH:38]([N:41]1[CH2:46][CH2:45][NH:44][CH2:43][CH2:42]1)([CH3:40])[CH3:39].